This data is from Catalyst prediction with 721,799 reactions and 888 catalyst types from USPTO. The task is: Predict which catalyst facilitates the given reaction. (1) Reactant: C(O)(C(F)(F)F)=O.[CH3:8][O:9][C@@H:10]1[C@@H:14]2[O:15]C(C)(C)[O:17][C@H:18]([CH:19]=[CH2:20])[C@@H:13]2[O:12][C:11]1=[O:23].O. Product: [OH:15][C@@H:14]1[C@H:13]([C@H:18]([OH:17])[CH:19]=[CH2:20])[O:12][C:11](=[O:23])[C@@H:10]1[O:9][CH3:8]. The catalyst class is: 1. (2) Reactant: [Cl:1][C:2]1[CH:3]=[C:4]([N:10]2[C:14]([CH3:15])=[C:13]([CH2:16][C:17]3[CH:18]=[C:19]([CH:23]=[CH:24][CH:25]=3)[C:20]([OH:22])=O)[C:12]([CH3:26])=[N:11]2)[CH:5]=[CH:6][C:7]=1[C:8]#[N:9].[CH:27]1([NH2:30])[CH2:29][CH2:28]1.[Cl-].COC1N=C(OC)N=C([N+]2(C)CCOCC2)N=1.C(=O)([O-])O.[Na+]. Product: [Cl:1][C:2]1[CH:3]=[C:4]([N:10]2[C:14]([CH3:15])=[C:13]([CH2:16][C:17]3[CH:18]=[C:19]([CH:23]=[CH:24][CH:25]=3)[C:20]([NH:30][CH:27]3[CH2:29][CH2:28]3)=[O:22])[C:12]([CH3:26])=[N:11]2)[CH:5]=[CH:6][C:7]=1[C:8]#[N:9]. The catalyst class is: 39.